This data is from Orexin1 receptor HTS with 218,158 compounds and 233 confirmed actives. The task is: Binary Classification. Given a drug SMILES string, predict its activity (active/inactive) in a high-throughput screening assay against a specified biological target. (1) The molecule is O(c1cc(/C=C\c2[nH][nH]\c(n2)=C2/C(=O)C=CC=C2)ccc1OC)C. The result is 1 (active). (2) The drug is s1c(NC(=O)CN2CCOCC2)nnc1SCC(=O)Nc1ccc(cc1)C(=O)C. The result is 0 (inactive). (3) The drug is O1CCN(C(=O)N2CCC(NC(=O)c3cc(ccc3)C)CC2)CC1. The result is 0 (inactive). (4) The molecule is s1c(NC(=O)CSc2oc(nn2)c2occc2)c(c(c1C(=O)C)C)C(OCC)=O. The result is 0 (inactive). (5) The drug is o1c(CNCCc2c3c([nH]c2C)cccc3)ccc1. The result is 0 (inactive). (6) The molecule is O=C1N(C2CCCCC2)CC(=O)N(C1c1cc(OC)c(OCCC)cc1)CCC. The result is 0 (inactive).